Dataset: Forward reaction prediction with 1.9M reactions from USPTO patents (1976-2016). Task: Predict the product of the given reaction. (1) Given the reactants [CH:1]([C:3]1[O:7][C:6]([C:8]2[CH:9]=[C:10]3[C:14](=[CH:15][CH:16]=2)[NH:13][C:12]2[C:17]([CH3:21])=[N:18][CH:19]=[CH:20][C:11]3=2)=[CH:5][CH:4]=1)=[O:2].[BH4-].[Na+], predict the reaction product. The product is: [OH:2][CH2:1][C:3]1[O:7][C:6]([C:8]2[CH:9]=[C:10]3[C:14](=[CH:15][CH:16]=2)[NH:13][C:12]2[C:17]([CH3:21])=[N:18][CH:19]=[CH:20][C:11]3=2)=[CH:5][CH:4]=1. (2) Given the reactants [CH3:1][O:2][C:3]1[CH:27]=[CH:26][C:6]([CH2:7][N:8]2[C:16]3[C:11](=[CH:12][C:13]([CH:17]=[C:18]4[S:22][C:21](SC)=[N:20][C:19]4=[O:25])=[CH:14][CH:15]=3)[CH:10]=[N:9]2)=[C:5]([C:28]([F:31])([F:30])[F:29])[CH:4]=1.[C:32]([O:36][C:37](=[O:45])[NH:38][C@H:39]1[CH2:44][CH2:43][CH2:42][NH:41][CH2:40]1)([CH3:35])([CH3:34])[CH3:33], predict the reaction product. The product is: [C:32]([O:36][C:37](=[O:45])[NH:38][CH:39]1[CH2:44][CH2:43][CH2:42][N:41]([C:21]2[S:22][C:18](=[CH:17][C:13]3[CH:12]=[C:11]4[C:16](=[CH:15][CH:14]=3)[N:8]([CH2:7][C:6]3[CH:26]=[CH:27][C:3]([O:2][CH3:1])=[CH:4][C:5]=3[C:28]([F:31])([F:29])[F:30])[N:9]=[CH:10]4)[C:19](=[O:25])[N:20]=2)[CH2:40]1)([CH3:35])([CH3:33])[CH3:34].[NH2:38][C@H:39]1[CH2:44][CH2:43][CH2:42][N:41]([C:21]2[S:22][C:18](=[CH:17][C:13]3[CH:12]=[C:11]4[C:16](=[CH:15][CH:14]=3)[N:8]([CH2:7][C:6]3[CH:26]=[CH:27][C:3]([O:2][CH3:1])=[CH:4][C:5]=3[C:28]([F:30])([F:31])[F:29])[N:9]=[CH:10]4)[C:19](=[O:25])[N:20]=2)[CH2:40]1. (3) Given the reactants [NH2:1][C@H:2]([C:7]([OH:9])=[O:8])[CH2:3][C:4](=[O:6])[NH2:5].C(N(CC)CC)C.[C:17]1([CH3:29])[CH:22]=[C:21]([CH3:23])[CH:20]=[C:19]([CH3:24])[C:18]=1[S:25](Cl)(=[O:27])=[O:26], predict the reaction product. The product is: [CH3:29][C:17]1[CH:22]=[C:21]([CH3:23])[CH:20]=[C:19]([CH3:24])[C:18]=1[S:25]([NH:1][C@H:2]([C:7]([OH:9])=[O:8])[CH2:3][C:4](=[O:6])[NH2:5])(=[O:26])=[O:27]. (4) The product is: [Br:27][C:20]1[N:17]2[CH2:18][CH2:19][N:14]([C:12]([C:3]3[CH:4]=[CH:5][CH:6]=[C:7]([C:8]([F:10])([F:9])[F:11])[C:2]=3[Cl:1])=[O:13])[CH2:15][C:16]2=[N:22][C:21]=1[C:23]([F:26])([F:24])[F:25]. Given the reactants [Cl:1][C:2]1[C:7]([C:8]([F:11])([F:10])[F:9])=[CH:6][CH:5]=[CH:4][C:3]=1[C:12]([N:14]1[CH2:19][CH2:18][N:17]2[CH:20]=[C:21]([C:23]([F:26])([F:25])[F:24])[N:22]=[C:16]2[CH2:15]1)=[O:13].[Br:27]N1C(=O)CCC1=O.S([O-])([O-])=O.[Na+].[Na+], predict the reaction product. (5) Given the reactants [Cl:1][C:2]1[C:10]([C:11]2[CH:12]=[N:13][C:14]([C:19]([F:22])([F:21])[F:20])=[CH:15][C:16]=2C#N)=[CH:9][C:5]([C:6](O)=[O:7])=[C:4]([O:23][CH3:24])[CH:3]=1.C(Cl)(=O)C([Cl:28])=O, predict the reaction product. The product is: [Cl:1][C:2]1[C:10]([C:11]2[CH:12]=[N:13][C:14]([C:19]([F:22])([F:21])[F:20])=[CH:15][CH:16]=2)=[CH:9][C:5]([C:6]([Cl:28])=[O:7])=[C:4]([O:23][CH3:24])[CH:3]=1. (6) The product is: [CH3:1][O:2][C:3](=[O:20])[CH2:4][CH2:5][C:6]1[C:11]([O:12][CH2:13][CH2:14][CH2:15][CH2:16][CH2:17][OH:18])=[CH:10][CH:9]=[CH:8][C:7]=1[O:19][CH2:22][CH2:23][CH2:24][C:25]([O:27][C:28]([CH3:31])([CH3:30])[CH3:29])=[O:26]. Given the reactants [CH3:1][O:2][C:3](=[O:20])[CH2:4][CH2:5][C:6]1[C:11]([O:12][CH2:13][CH2:14][CH2:15][CH2:16][CH2:17][OH:18])=[CH:10][CH:9]=[CH:8][C:7]=1[OH:19].Br[CH2:22][CH2:23][CH2:24][C:25]([O:27][C:28]([CH3:31])([CH3:30])[CH3:29])=[O:26].C([O-])([O-])=O.[K+].[K+], predict the reaction product. (7) Given the reactants [Cl:1][C:2]1[CH:7]=[CH:6][C:5]([N:8]=[C:9]=[O:10])=[CH:4][C:3]=1[Cl:11].[NH2:12][CH2:13][CH2:14][CH2:15][N:16]1[CH2:21][CH2:20][CH:19]([C:22]2[CH:23]=[C:24]([NH:28][C:29](=[O:33])[CH:30]([CH3:32])[CH3:31])[CH:25]=[CH:26][CH:27]=2)[CH2:18][CH2:17]1, predict the reaction product. The product is: [Cl:11][C:3]1[CH:4]=[C:5]([CH:6]=[CH:7][C:2]=1[Cl:1])[NH:8][C:9]([NH:12][CH2:13][CH2:14][CH2:15][N:16]1[CH2:21][CH2:20][CH:19]([C:22]2[CH:23]=[C:24]([NH:28][C:29](=[O:33])[CH:30]([CH3:31])[CH3:32])[CH:25]=[CH:26][CH:27]=2)[CH2:18][CH2:17]1)=[O:10]. (8) Given the reactants CON(C)[C:4](=[O:11])[C:5]1[CH:10]=[CH:9][N:8]=[CH:7][CH:6]=1.[CH2:13]([Mg]Cl)[C:14]1[CH:19]=[CH:18][CH:17]=[CH:16][CH:15]=1, predict the reaction product. The product is: [C:14]1([CH2:13][C:4]([C:5]2[CH:10]=[CH:9][N:8]=[CH:7][CH:6]=2)=[O:11])[CH:19]=[CH:18][CH:17]=[CH:16][CH:15]=1.